Dataset: Reaction yield outcomes from USPTO patents with 853,638 reactions. Task: Predict the reaction yield, written as a fraction of the theoretical maximum amount of product (1.0 means a 100% yield; for example, 0.34 means a 34% yield). The reactants are [CH2:1]([C@H:8]1[CH2:12][O:11][C:10](=[O:13])[N:9]1[C:14]([C@H:16]([CH2:21][CH2:22][CH:23]1[CH2:28][CH2:27][CH2:26][CH2:25][CH2:24]1)[CH2:17][C:18](O)=[O:19])=[O:15])[C:2]1[CH:7]=[CH:6][CH:5]=[CH:4][CH:3]=1.CN(C(ON1N=NC2C=CC=NC1=2)=[N+](C)C)C.F[P-](F)(F)(F)(F)F.[NH:53]1[CH2:58][CH2:57][O:56][CH2:55][CH2:54]1.CCN(C(C)C)C(C)C. The catalyst is CN(C=O)C.C(OCC)(=O)C.C(Cl)Cl. The product is [CH2:1]([C@H:8]1[CH2:12][O:11][C:10](=[O:13])[N:9]1[C:14](=[O:15])[C@H:16]([CH2:21][CH2:22][CH:23]1[CH2:28][CH2:27][CH2:26][CH2:25][CH2:24]1)[CH2:17][C:18]([N:53]1[CH2:58][CH2:57][O:56][CH2:55][CH2:54]1)=[O:19])[C:2]1[CH:3]=[CH:4][CH:5]=[CH:6][CH:7]=1. The yield is 0.920.